Dataset: Reaction yield outcomes from USPTO patents with 853,638 reactions. Task: Predict the reaction yield, written as a fraction of the theoretical maximum amount of product (1.0 means a 100% yield; for example, 0.34 means a 34% yield). (1) The reactants are [Cl:1][C:2]1[N:10]=[CH:9][C:8]([F:11])=[CH:7][C:3]=1[C:4](O)=[O:5].C[N:13](C=O)C.C(Cl)(=O)C(Cl)=O. The catalyst is C(Cl)Cl. The product is [Cl:1][C:2]1[N:10]=[CH:9][C:8]([F:11])=[CH:7][C:3]=1[C:4]([NH2:13])=[O:5]. The yield is 0.890. (2) The reactants are [CH:1]1([C:4]2[CH:5]=[CH:6][C:7]([C:15]([NH:17][C:18]3([CH2:22][C:23]([O:25]C)=[O:24])[CH2:21][S:20][CH2:19]3)=[O:16])=[N:8][C:9]=2[O:10][CH2:11][CH:12]2[CH2:14][CH2:13]2)[CH2:3][CH2:2]1.O.[OH-].[Li+]. No catalyst specified. The product is [CH:1]1([C:4]2[CH:5]=[CH:6][C:7]([C:15]([NH:17][C:18]3([CH2:22][C:23]([OH:25])=[O:24])[CH2:19][S:20][CH2:21]3)=[O:16])=[N:8][C:9]=2[O:10][CH2:11][CH:12]2[CH2:14][CH2:13]2)[CH2:3][CH2:2]1. The yield is 0.730. (3) The reactants are [O:1]1[C:5]2[CH:6]=[CH:7][C:8]([C:10]3([C:13]([OH:15])=O)[CH2:12][CH2:11]3)=[CH:9][C:4]=2[O:3][CH2:2]1.CN(C(ON1N=NC2C=CC=CC1=2)=[N+](C)C)C.F[P-](F)(F)(F)(F)F.CCN(CC)CC.[NH2:47][C:48]1[CH:49]=[C:50]2[C:54](=[CH:55][CH:56]=1)[NH:53][C:52]([C:57]([CH3:61])([CH3:60])[CH2:58][OH:59])=[CH:51]2. The catalyst is C(#N)C. The product is [O:1]1[C:5]2[CH:6]=[CH:7][C:8]([C:10]3([C:13]([NH:47][C:48]4[CH:49]=[C:50]5[C:54](=[CH:55][CH:56]=4)[NH:53][C:52]([C:57]([CH3:61])([CH3:60])[CH2:58][OH:59])=[CH:51]5)=[O:15])[CH2:11][CH2:12]3)=[CH:9][C:4]=2[O:3][CH2:2]1. The yield is 0.750.